Dataset: Full USPTO retrosynthesis dataset with 1.9M reactions from patents (1976-2016). Task: Predict the reactants needed to synthesize the given product. (1) Given the product [C:1]([C:5]1[CH:6]=[CH:7][C:8]([CH2:9][N:10]2[C:18]3[C:13](=[CH:14][C:15]([C:19]4[CH:24]=[CH:23][C:22]([O:25][C:26]([F:27])([F:28])[F:29])=[CH:21][CH:20]=4)=[CH:16][CH:17]=3)[C:12]([C:30](=[O:36])[C:31]([OH:33])=[O:32])=[CH:11]2)=[CH:37][CH:38]=1)([CH3:4])([CH3:2])[CH3:3], predict the reactants needed to synthesize it. The reactants are: [C:1]([C:5]1[CH:38]=[CH:37][C:8]([CH2:9][N:10]2[C:18]3[C:13](=[CH:14][C:15]([C:19]4[CH:24]=[CH:23][C:22]([O:25][C:26]([F:29])([F:28])[F:27])=[CH:21][CH:20]=4)=[CH:16][CH:17]=3)[C:12]([C:30](=[O:36])[C:31]([O:33]CC)=[O:32])=[CH:11]2)=[CH:7][CH:6]=1)([CH3:4])([CH3:3])[CH3:2].[OH-].[K+].CCCCCC. (2) Given the product [CH:1]1([N:7]2[C:11]3[CH:12]=[C:13]([O:16][CH2:17][CH2:18][CH2:19][CH2:20][CH2:21][C:22]([N:34]([CH3:35])[CH3:33])=[O:24])[CH:14]=[CH:15][C:10]=3[N:9]=[C:8]2[C:26]2[CH:31]=[CH:30][CH:29]=[CH:28][CH:27]=2)[CH2:6][CH2:5][CH2:4][CH2:3][CH2:2]1, predict the reactants needed to synthesize it. The reactants are: [CH:1]1([N:7]2[C:11]3[CH:12]=[C:13]([O:16][CH2:17][CH2:18][CH2:19][CH2:20][CH2:21][C:22]([O:24]C)=O)[CH:14]=[CH:15][C:10]=3[N:9]=[C:8]2[C:26]2[CH:31]=[CH:30][CH:29]=[CH:28][CH:27]=2)[CH2:6][CH2:5][CH2:4][CH2:3][CH2:2]1.Cl.[CH3:33][NH:34][CH3:35]. (3) Given the product [Cl:16][C:17]1[CH:22]=[CH:21][C:20]([CH2:23][C@@H:24]([NH:26][C:9](=[O:11])[CH2:8][N:7]2[C:2](=[O:1])[C:3]3[CH:15]=[CH:14][CH:13]=[CH:12][C:4]=3[N:5]=[N:6]2)[CH3:25])=[C:19]([O:27][CH3:28])[CH:18]=1, predict the reactants needed to synthesize it. The reactants are: [O:1]=[C:2]1[N:7]([CH2:8][C:9]([OH:11])=O)[N:6]=[N:5][C:4]2[CH:12]=[CH:13][CH:14]=[CH:15][C:3]1=2.[Cl:16][C:17]1[CH:22]=[CH:21][C:20]([CH2:23][C@@H:24]([NH2:26])[CH3:25])=[C:19]([O:27][CH3:28])[CH:18]=1. (4) Given the product [Cl:23][C:18]1[N:20]=[C:6]([CH:7]([F:8])[F:9])[CH:16]=[CH:15][N:17]=1, predict the reactants needed to synthesize it. The reactants are: [F:8][CH:7]([F:9])[C:6](O[C:6](=O)[CH:7]([F:9])[F:8])=O.C(O[CH2:15][CH3:16])=C.[NH2:17][C:18]([NH2:20])=O.Cl.O(Cl)[Cl:23]. (5) Given the product [F:34][C:2]([F:1])([F:35])[C:3]1[CH:4]=[C:5]([CH:31]=[CH:32][CH:33]=1)[CH2:6][N:7]1[CH2:14][CH2:13][C:10]2([CH2:12][CH2:11]2)[CH2:9][CH:8]1[C:15]([NH:17][C:18]1([C:21]2[CH:22]=[CH:23][C:24]([C:25]([OH:27])=[O:26])=[CH:29][CH:30]=2)[CH2:19][CH2:20]1)=[O:16], predict the reactants needed to synthesize it. The reactants are: [F:1][C:2]([F:35])([F:34])[C:3]1[CH:4]=[C:5]([CH:31]=[CH:32][CH:33]=1)[CH2:6][N:7]1[CH2:14][CH2:13][C:10]2([CH2:12][CH2:11]2)[CH2:9][CH:8]1[C:15]([NH:17][C:18]1([C:21]2[CH:30]=[CH:29][C:24]([C:25]([O:27]C)=[O:26])=[CH:23][CH:22]=2)[CH2:20][CH2:19]1)=[O:16].O[Li].O. (6) Given the product [CH3:3][N:2]([CH2:4][C:5]1[N:6]([C:10]2[CH:11]=[C:12]([NH:20][C:21](=[O:35])[C:22]3[CH:27]=[CH:26][C:25]([CH3:28])=[C:24]([C:29]#[CH:30])[CH:23]=3)[CH:13]=[C:14]([C:16]([F:17])([F:18])[F:19])[CH:15]=2)[CH:7]=[CH:8][N:9]=1)[CH3:1], predict the reactants needed to synthesize it. The reactants are: [CH3:1][N:2]([CH2:4][C:5]1[N:6]([C:10]2[CH:11]=[C:12]([NH:20][C:21](=[O:35])[C:22]3[CH:27]=[CH:26][C:25]([CH3:28])=[C:24]([C:29]#[C:30][Si](C)(C)C)[CH:23]=3)[CH:13]=[C:14]([C:16]([F:19])([F:18])[F:17])[CH:15]=2)[CH:7]=[CH:8][N:9]=1)[CH3:3].CCCC[N+](CCCC)(CCCC)CCCC.[F-].